This data is from Peptide-MHC class I binding affinity with 185,985 pairs from IEDB/IMGT. The task is: Regression. Given a peptide amino acid sequence and an MHC pseudo amino acid sequence, predict their binding affinity value. This is MHC class I binding data. (1) The peptide sequence is DTFGVIDTM. The MHC is HLA-B08:01 with pseudo-sequence HLA-B08:01. The binding affinity (normalized) is 0.0847. (2) The peptide sequence is FLMGFNRDV. The MHC is HLA-A02:12 with pseudo-sequence HLA-A02:12. The binding affinity (normalized) is 1.00. (3) The peptide sequence is VLFLQMMNV. The MHC is HLA-A02:06 with pseudo-sequence HLA-A02:06. The binding affinity (normalized) is 0.792.